This data is from Full USPTO retrosynthesis dataset with 1.9M reactions from patents (1976-2016). The task is: Predict the reactants needed to synthesize the given product. (1) Given the product [Br:1][C:2]1[CH:9]=[CH:8][C:7]([O:10][CH3:11])=[CH:6][C:3]=1[CH:4]1[O:15][CH2:14][CH2:13][CH2:12][O:5]1, predict the reactants needed to synthesize it. The reactants are: [Br:1][C:2]1[CH:9]=[CH:8][C:7]([O:10][CH3:11])=[CH:6][C:3]=1[CH:4]=[O:5].[CH2:12](O)[CH2:13][CH2:14][OH:15].O. (2) Given the product [C:1]([O:5][C:6](=[O:7])[NH:8][C@H:9]([CH:10]([OH:14])[C:11](=[O:12])[NH:25][CH3:22])[CH2:15][CH2:16][CH2:17][CH3:18])([CH3:4])([CH3:3])[CH3:2], predict the reactants needed to synthesize it. The reactants are: [C:1]([O:5][C:6]([NH:8][CH:9]([CH2:15][CH2:16][CH2:17][CH3:18])[C@H:10]([OH:14])[C:11](O)=[O:12])=[O:7])([CH3:4])([CH3:3])[CH3:2].Cl.CN.[CH:22]([N:25](CC)C(C)C)(C)C.CN(C(ON1N=NC2C=CC=NC1=2)=[N+](C)C)C.F[P-](F)(F)(F)(F)F. (3) Given the product [N:50]([C@@H:9]([C@H:8]([C:5]1[CH:4]=[CH:3][C:2]([F:1])=[CH:7][CH:6]=1)[CH3:24])[C:10]([N:12]1[C@@H:16]([C:17]2[CH:18]=[CH:19][CH:20]=[CH:21][CH:22]=2)[CH2:15][O:14][C:13]1=[O:23])=[O:11])=[N+:51]=[N-:52], predict the reactants needed to synthesize it. The reactants are: [F:1][C:2]1[CH:7]=[CH:6][C:5]([C@H:8]([CH3:24])[CH2:9][C:10]([N:12]2[C@@H:16]([C:17]3[CH:22]=[CH:21][CH:20]=[CH:19][CH:18]=3)[CH2:15][O:14][C:13]2=[O:23])=[O:11])=[CH:4][CH:3]=1.C[Si](C)(C)[N-][Si](C)(C)C.[K+].CC(C1C=C(C(C)C)C(S([N:50]=[N+:51]=[N-:52])(=O)=O)=C(C(C)C)C=1)C.C(O)(=O)C.C([O-])(=O)C.[K+].